From a dataset of CYP1A2 inhibition data for predicting drug metabolism from PubChem BioAssay. Regression/Classification. Given a drug SMILES string, predict its absorption, distribution, metabolism, or excretion properties. Task type varies by dataset: regression for continuous measurements (e.g., permeability, clearance, half-life) or binary classification for categorical outcomes (e.g., BBB penetration, CYP inhibition). Dataset: cyp1a2_veith. The drug is Cc1[nH]nc(-c2ccc(OCc3cnn(-c4ccccc4)c3)cc2O)c1Oc1ccccc1F. The result is 1 (inhibitor).